This data is from Reaction yield outcomes from USPTO patents with 853,638 reactions. The task is: Predict the reaction yield, written as a fraction of the theoretical maximum amount of product (1.0 means a 100% yield; for example, 0.34 means a 34% yield). (1) The reactants are CC(OI1(OC(C)=O)(OC(C)=O)OC(=O)C2C=CC=CC1=2)=O.[CH3:23][N:24]([CH3:50])[C:25]([C:27]1[N:44]([CH:45]2[CH2:49][CH2:48][CH2:47][CH2:46]2)[C:30]2[N:31]=[C:32]([NH:35][C:36]3[CH:41]=[CH:40][C:39]([CH2:42][OH:43])=[CH:38][N:37]=3)[N:33]=[CH:34][C:29]=2[CH:28]=1)=[O:26].C1COCC1.[OH-].[Na+]. The catalyst is ClCCl.C(O)(C)(C)C.CCOCC. The product is [CH3:23][N:24]([CH3:50])[C:25]([C:27]1[N:44]([CH:45]2[CH2:49][CH2:48][CH2:47][CH2:46]2)[C:30]2[N:31]=[C:32]([NH:35][C:36]3[CH:41]=[CH:40][C:39]([CH:42]=[O:43])=[CH:38][N:37]=3)[N:33]=[CH:34][C:29]=2[CH:28]=1)=[O:26]. The yield is 0.820. (2) The reactants are [N:1]([CH:4]([C:8]1[N:9]=[C:10]2[CH:16]=[CH:15][N:14]([S:17]([C:20]3[CH:26]=[CH:25][C:23]([CH3:24])=[CH:22][CH:21]=3)(=[O:19])=[O:18])[C:11]2=[N:12][CH:13]=1)[CH2:5][CH:6]=[CH2:7])=[N+]=[N-].C1(P(C2C=CC=CC=2)C2C=CC=CC=2)C=CC=CC=1.[ClH:46].CCOCC. The catalyst is C1COCC1.O.CCOC(C)=O. The product is [ClH:46].[S:17]([N:14]1[C:11]2=[N:12][CH:13]=[C:8]([CH:4]([NH2:1])[CH2:5][CH:6]=[CH2:7])[N:9]=[C:10]2[CH:16]=[CH:15]1)([C:20]1[CH:21]=[CH:22][C:23]([CH3:24])=[CH:25][CH:26]=1)(=[O:18])=[O:19]. The yield is 0.620.